Dataset: Full USPTO retrosynthesis dataset with 1.9M reactions from patents (1976-2016). Task: Predict the reactants needed to synthesize the given product. (1) Given the product [Cl:10][C:11]1[CH:12]=[C:13]([CH:34]=[CH:35][C:36]=1[Cl:37])[CH2:14][N:15]([CH3:33])[C:16]([C:18]1[CH2:19][N:20]([CH2:25][CH2:26][N:27]2[CH2:28][CH2:29][N:30]([C:1](=[O:8])[C:2]3[CH:7]=[CH:6][CH:5]=[CH:4][CH:3]=3)[CH2:31][CH2:32]2)[C:21](=[O:24])[C:22]=1[OH:23])=[O:17], predict the reactants needed to synthesize it. The reactants are: [C:1](Cl)(=[O:8])[C:2]1[CH:7]=[CH:6][CH:5]=[CH:4][CH:3]=1.[Cl:10][C:11]1[CH:12]=[C:13]([CH:34]=[CH:35][C:36]=1[Cl:37])[CH2:14][N:15]([CH3:33])[C:16]([C:18]1[CH2:19][N:20]([CH2:25][CH2:26][N:27]2[CH2:32][CH2:31][NH:30][CH2:29][CH2:28]2)[C:21](=[O:24])[C:22]=1[OH:23])=[O:17]. (2) Given the product [C:1]([C:5]1[CH:10]=[CH:9][C:8]([NH:11][C:12]([NH:14][C@@H:15]([CH2:19][CH3:20])[CH2:16][CH:17]=[O:18])=[O:13])=[CH:7][CH:6]=1)([CH3:4])([CH3:3])[CH3:2], predict the reactants needed to synthesize it. The reactants are: [C:1]([C:5]1[CH:10]=[CH:9][C:8]([NH:11][C:12]([NH:14][C@@H:15]([CH2:19][CH3:20])[CH2:16][CH2:17][OH:18])=[O:13])=[CH:7][CH:6]=1)([CH3:4])([CH3:3])[CH3:2]. (3) Given the product [ClH:31].[CH2:1]1[C:6]2[C:7]3[CH:13]=[CH:12][C:11]([N:14]4[CH:19]=[CH:18][C:17]([C:20]5[N:21]=[N:22][C:23]([C:26]([F:27])([F:29])[F:28])=[CH:24][CH:25]=5)=[CH:16][C:15]4=[O:30])=[CH:10][C:8]=3[O:9][C:5]=2[CH2:4][CH2:3][NH:2]1, predict the reactants needed to synthesize it. The reactants are: [CH2:1]1[C:6]2[C:7]3[CH:13]=[CH:12][C:11]([N:14]4[CH:19]=[CH:18][C:17]([C:20]5[N:21]=[N:22][C:23]([C:26]([F:29])([F:28])[F:27])=[CH:24][CH:25]=5)=[CH:16][C:15]4=[O:30])=[CH:10][C:8]=3[O:9][C:5]=2[CH2:4][CH2:3][NH:2]1.[ClH:31].CCOCC.